This data is from Reaction yield outcomes from USPTO patents with 853,638 reactions. The task is: Predict the reaction yield, written as a fraction of the theoretical maximum amount of product (1.0 means a 100% yield; for example, 0.34 means a 34% yield). (1) The reactants are FC1C=C(F)C=CC=1C1C=C(CN2C(=O)C3=CC=CC=C3C2=O)C(=O)N(CC(C)C)N=1.[C:32]([C:35]1[C:36](=[O:56])[N:37]([CH2:50][CH:51]2[CH2:55][CH2:54][CH2:53][CH2:52]2)[N:38]=[C:39]([C:41]2[CH:46]=[CH:45][C:44]([O:47][CH3:48])=[C:43]([F:49])[CH:42]=2)[CH:40]=1)(O)=[O:33]. No catalyst specified. The product is [CH:51]1([CH2:50][N:37]2[C:36](=[O:56])[C:35]([CH2:32][OH:33])=[CH:40][C:39]([C:41]3[CH:46]=[CH:45][C:44]([O:47][CH3:48])=[C:43]([F:49])[CH:42]=3)=[N:38]2)[CH2:55][CH2:54][CH2:53][CH2:52]1. The yield is 0.473. (2) The reactants are [CH2:1]([NH2:4])[CH2:2][CH3:3].[Cl:5][C:6]1[N:7]=[C:8](Cl)[C:9]2[N:15]=[C:14]([Cl:16])[N:13]=[C:12](Cl)[C:10]=2[N:11]=1.C([O-])([O-])=O.[K+].[K+].[CH2:25]([NH2:28])[C:26]#[CH:27]. The catalyst is C1COCC1.O. The product is [Cl:5][C:6]1[N:7]=[C:8]([NH:28][CH2:25][CH2:26][CH3:27])[C:9]2[N:15]=[C:14]([Cl:16])[N:13]=[C:12]([NH:4][CH2:1][C:2]#[CH:3])[C:10]=2[N:11]=1. The yield is 0.700. (3) The reactants are [NH2:1][C:2]1[CH:3]=[CH:4][C:5]([O:12][CH2:13][C:14]2[CH:19]=[CH:18][C:17]([CH:20]([CH3:22])[CH3:21])=[CH:16][CH:15]=2)=[C:6]([C:8](=[O:11])[CH2:9][CH3:10])[CH:7]=1.[CH3:23][O:24][C:25]1[CH:26]=[C:27]([N:31]=[C:32]=[O:33])[CH:28]=[CH:29][CH:30]=1. The catalyst is C1COCC1. The product is [CH3:23][O:24][C:25]1[CH:26]=[C:27]([NH:31][C:32]([NH:1][C:2]2[CH:3]=[CH:4][C:5]([O:12][CH2:13][C:14]3[CH:15]=[CH:16][C:17]([CH:20]([CH3:21])[CH3:22])=[CH:18][CH:19]=3)=[C:6]([C:8](=[O:11])[CH2:9][CH3:10])[CH:7]=2)=[O:33])[CH:28]=[CH:29][CH:30]=1. The yield is 0.962. (4) The reactants are [C:1]1([S:7]([C:10]2[CH:11]=[C:12]3[C:17](=[CH:18][CH:19]=2)[CH:16]([CH2:20][CH2:21]OS(C)(=O)=O)[CH2:15][CH2:14][CH2:13]3)(=[O:9])=[O:8])[CH:6]=[CH:5][CH:4]=[CH:3][CH:2]=1.[C-:27]#[N:28].[K+].[I-].[K+].O. The catalyst is CN(C=O)C. The product is [C:1]1([S:7]([C:10]2[CH:11]=[C:12]3[C:17](=[CH:18][CH:19]=2)[CH:16]([CH2:20][CH2:21][C:27]#[N:28])[CH2:15][CH2:14][CH2:13]3)(=[O:9])=[O:8])[CH:6]=[CH:5][CH:4]=[CH:3][CH:2]=1. The yield is 0.951. (5) The reactants are [ClH:1].[CH2:2]1[C:11]2[C:6](=[CH:7][CH:8]=[CH:9][CH:10]=2)[CH2:5][C:4](=[O:12])[O:3]1.[CH3:13]O. The catalyst is O. The product is [Cl:1][CH2:2][C:11]1[CH:10]=[CH:9][CH:8]=[CH:7][C:6]=1[CH2:5][C:4]([O:3][CH3:13])=[O:12]. The yield is 0.900. (6) The reactants are [CH3:1][C:2]1[CH:7]=[C:6]([C:8]2[CH:13]=[C:12]([CH3:14])[CH:11]=[C:10]([CH3:15])[CH:9]=2)[C:5]([O:16]C)=[C:4]([C:18]2[CH:23]=[C:22]([CH3:24])[CH:21]=[C:20]([CH3:25])[CH:19]=2)[CH:3]=1.O.C(OCC)C. The catalyst is C(Cl)Cl. The product is [CH3:1][C:2]1[CH:3]=[C:4]([C:18]2[CH:23]=[C:22]([CH3:24])[CH:21]=[C:20]([CH3:25])[CH:19]=2)[C:5]([OH:16])=[C:6]([C:8]2[CH:9]=[C:10]([CH3:15])[CH:11]=[C:12]([CH3:14])[CH:13]=2)[CH:7]=1. The yield is 0.920. (7) The product is [F:1][CH:2]([F:23])[O:3][C:4]1[CH:9]=[CH:8][C:7]([C:10]2[CH:18]=[CH:17][CH:16]=[C:15]3[C:11]=2[CH2:12][CH2:13][C:14]3=[O:19])=[C:6]([O:20][CH2:31][C:32]([CH3:36])([CH3:35])[CH2:33][OH:34])[C:5]=1[O:21][CH3:22]. The catalyst is C(#N)C. The yield is 0.300. The reactants are [F:1][CH:2]([F:23])[O:3][C:4]1[CH:9]=[CH:8][C:7]([C:10]2[CH:18]=[CH:17][CH:16]=[C:15]3[C:11]=2[CH2:12][CH2:13][C:14]3=[O:19])=[C:6]([OH:20])[C:5]=1[O:21][CH3:22].C(=O)([O-])[O-].[K+].[K+].Br[CH2:31][C:32]([CH3:36])([CH3:35])[CH2:33][OH:34]. (8) The reactants are Br[C:2]1[CH:3]=[N:4][CH:5]=[CH:6][C:7]=1[O:8][CH2:9][CH:10]1[CH2:12][CH2:11]1.[CH:13]1([B-](F)(F)F)[CH2:15][CH2:14]1.[K+].C([O-])([O-])=O.[Cs+].[Cs+].C(OCC)(=O)C. The catalyst is C1(C)C=CC=CC=1.O.CC([O-])=O.CC([O-])=O.[Pd+2].C(P(C12CC3CC(CC(C3)C1)C2)C12CC3CC(CC(C3)C1)C2)CCC. The product is [CH:13]1([C:2]2[CH:3]=[N:4][CH:5]=[CH:6][C:7]=2[O:8][CH2:9][CH:10]2[CH2:12][CH2:11]2)[CH2:15][CH2:14]1. The yield is 0.680. (9) The reactants are [NH2:1][CH2:2][CH2:3][N:4]1[C:21](=[N:22][C:23]2[C:28](C)=[CH:27][C:26](C)=[CH:25][C:24]=2[CH3:31])[CH:20]=[C:7]2[C:8]3[C:13]([CH2:14][CH2:15][N:6]2[C:5]1=[O:32])=[CH:12][C:11]([O:16][CH3:17])=[C:10]([O:18][CH3:19])[CH:9]=3.O.NN. The catalyst is C(Cl)(Cl)Cl.C(O)C. The product is [NH2:1][CH2:2][CH2:3][N:4]1[C:21](=[N:22][C:23]2[CH:28]=[CH:27][CH:26]=[CH:25][C:24]=2[CH3:31])[CH:20]=[C:7]2[C:8]3[C:13]([CH2:14][CH2:15][N:6]2[C:5]1=[O:32])=[CH:12][C:11]([O:16][CH3:17])=[C:10]([O:18][CH3:19])[CH:9]=3. The yield is 1.00. (10) The reactants are P(C)(C)C.[N:5]([CH2:8][C:9]1[N:10]=[N:11][C:12]([C:15]2[CH:20]=[CH:19][CH:18]=[CH:17][C:16]=2[F:21])=[CH:13][CH:14]=1)=[N+]=[N-].[N:22]([C:25]1[CH:26]=[N:27][CH:28]=[CH:29][C:30]=1[N:31]1[CH2:36][CH2:35][CH2:34][C@H:33]([NH:37][C:38](=[O:44])[O:39][C:40]([CH3:43])([CH3:42])[CH3:41])[CH2:32]1)=[C:23]=S. The yield is 0.580. The product is [F:21][C:16]1[CH:17]=[CH:18][CH:19]=[CH:20][C:15]=1[C:12]1[CH:13]=[CH:14][C:9]2[N:10]([C:23]([NH:22][C:25]3[CH:26]=[N:27][CH:28]=[CH:29][C:30]=3[N:31]3[CH2:36][CH2:35][CH2:34][C@H:33]([NH:37][C:38](=[O:44])[O:39][C:40]([CH3:42])([CH3:41])[CH3:43])[CH2:32]3)=[N:5][CH:8]=2)[N:11]=1. The catalyst is C1COCC1.